Dataset: Peptide-MHC class II binding affinity with 134,281 pairs from IEDB. Task: Regression. Given a peptide amino acid sequence and an MHC pseudo amino acid sequence, predict their binding affinity value. This is MHC class II binding data. The binding affinity (normalized) is 0.0606. The MHC is DRB1_1001 with pseudo-sequence DRB1_1001. The peptide sequence is LLAMAVLAALFAGAW.